The task is: Predict the reaction yield, written as a fraction of the theoretical maximum amount of product (1.0 means a 100% yield; for example, 0.34 means a 34% yield).. This data is from Reaction yield outcomes from USPTO patents with 853,638 reactions. (1) The reactants are [F:1][C:2]1[C:3]([N:9]=[CH:10][N:11]([CH3:13])[CH3:12])=[N:4][C:5]([OH:8])=[N:6][CH:7]=1.[C:14]1([S:20](Cl)(=[O:22])=[O:21])[CH:19]=[CH:18][CH:17]=[CH:16][CH:15]=1. The product is [CH3:12][N:11]([CH:10]=[N:9][C:3]1[C:2]([F:1])=[CH:7][N:6]=[C:5]([O:8][S:20]([C:14]2[CH:19]=[CH:18][CH:17]=[CH:16][CH:15]=2)(=[O:22])=[O:21])[N:4]=1)[CH3:13]. The yield is 0.460. The catalyst is N1C=CC=CC=1. (2) The reactants are [O:1]=[C:2]1[N:6]([C@@H:7]([C:9]2[CH:14]=[CH:13][CH:12]=[CH:11][CH:10]=2)[CH3:8])[CH2:5][CH:4]([C:15]([OH:17])=[O:16])[CH2:3]1. The catalyst is ClCCl. The product is [O:1]=[C:2]1[N:6]([C@@H:7]([C:9]2[CH:14]=[CH:13][CH:12]=[CH:11][CH:10]=2)[CH3:8])[CH2:5][CH:4]([C:15]([O:17][C:4]([CH3:15])([CH3:5])[CH3:3])=[O:16])[CH2:3]1. The yield is 0.640. (3) The reactants are [H-].[Na+].[OH:3][C:4]1[C:11]([CH3:12])=[CH:10][C:7]([C:8]#[N:9])=[CH:6][C:5]=1[CH3:13].[Cl:14][C:15]1[N:16]=[C:17](Cl)[C:18]2[N:23]([CH3:24])[CH:22]=[CH:21][C:19]=2[N:20]=1. The catalyst is CN1C(=O)CCC1.O. The product is [Cl:14][C:15]1[N:16]=[C:17]([O:3][C:4]2[C:5]([CH3:13])=[CH:6][C:7]([C:8]#[N:9])=[CH:10][C:11]=2[CH3:12])[C:18]2[N:23]([CH3:24])[CH:22]=[CH:21][C:19]=2[N:20]=1. The yield is 0.850. (4) The reactants are N[C:2]1[C:9]([Br:10])=[CH:8][C:7]([N+:11]([O-:13])=[O:12])=[CH:6][C:3]=1[C:4]#[N:5].OS(O)(=O)=O.N([O-])=O.[Na+].CCOC(C)=O. The catalyst is CCO.O. The product is [Br:10][C:9]1[CH:2]=[C:3]([CH:6]=[C:7]([N+:11]([O-:13])=[O:12])[CH:8]=1)[C:4]#[N:5]. The yield is 0.820. (5) The reactants are Cl[C:2]1[C:3]2[CH:10]=[CH:9][N:8](S(C3C=CC(C)=CC=3)(=O)=O)[C:4]=2[N:5]=[CH:6][N:7]=1.B(O)(O)[C:22]1[CH:23]=[CH:24][C:25]([CH3:28])=[CH:26][CH:27]=1.C(=O)([O-])[O-].[K+].[K+].COCCOC. The catalyst is O.CCOC(C)=O.C1C=CC([P]([Pd]([P](C2C=CC=CC=2)(C2C=CC=CC=2)C2C=CC=CC=2)([P](C2C=CC=CC=2)(C2C=CC=CC=2)C2C=CC=CC=2)[P](C2C=CC=CC=2)(C2C=CC=CC=2)C2C=CC=CC=2)(C2C=CC=CC=2)C2C=CC=CC=2)=CC=1. The product is [C:25]1([CH3:28])[CH:26]=[CH:27][C:22]([C:2]2[C:3]3[CH:10]=[CH:9][NH:8][C:4]=3[N:5]=[CH:6][N:7]=2)=[CH:23][CH:24]=1. The yield is 0.420. (6) The reactants are [C:1]([C:5]1[C:10]([N+:11]([O-])=O)=[CH:9][C:8]([OH:14])=[C:7]([Cl:15])[CH:6]=1)([CH3:4])([CH3:3])[CH3:2]. The catalyst is CO.[Ni]. The product is [C:1]([C:5]1[C:10]([NH2:11])=[CH:9][C:8]([OH:14])=[C:7]([Cl:15])[CH:6]=1)([CH3:4])([CH3:2])[CH3:3]. The yield is 0.780.